Dataset: NCI-60 drug combinations with 297,098 pairs across 59 cell lines. Task: Regression. Given two drug SMILES strings and cell line genomic features, predict the synergy score measuring deviation from expected non-interaction effect. Drug 1: CC1C(C(=O)NC(C(=O)N2CCCC2C(=O)N(CC(=O)N(C(C(=O)O1)C(C)C)C)C)C(C)C)NC(=O)C3=C4C(=C(C=C3)C)OC5=C(C(=O)C(=C(C5=N4)C(=O)NC6C(OC(=O)C(N(C(=O)CN(C(=O)C7CCCN7C(=O)C(NC6=O)C(C)C)C)C)C(C)C)C)N)C. Drug 2: COC1=C2C(=CC3=C1OC=C3)C=CC(=O)O2. Cell line: U251. Synergy scores: CSS=30.4, Synergy_ZIP=0.797, Synergy_Bliss=8.03, Synergy_Loewe=1.00, Synergy_HSA=1.28.